This data is from Catalyst prediction with 721,799 reactions and 888 catalyst types from USPTO. The task is: Predict which catalyst facilitates the given reaction. (1) Reactant: [NH2:1][CH:2]([CH2:24][C:25]1[CH:30]=[CH:29][C:28]([O:31][C:32]([CH3:35])([CH3:34])[CH3:33])=[CH:27][CH:26]=1)[C:3]([N:5]([CH2:16][CH:17]([O:21][CH2:22][CH3:23])[O:18][CH2:19][CH3:20])[CH2:6][C:7]1[CH:8]=[CH:9][CH:10]=[C:11]2[C:15]=1[NH:14][N:13]=[CH:12]2)=[O:4].[CH2:36]([NH:43][C:44](=[O:54])[NH:45][C@H:46]([CH2:51][CH:52]=[CH2:53])[CH2:47][C:48](O)=[O:49])[C:37]1[CH:42]=[CH:41][CH:40]=[CH:39][CH:38]=1.CCN=C=NCCCN(C)C.C1C=CC2N(O)N=NC=2C=1.CCN(C(C)C)C(C)C. Product: [C:32]([O:31][C:28]1[CH:29]=[CH:30][C:25]([CH2:24][CH:2]([NH:1][C:48](=[O:49])[CH2:47][CH:46]([NH:45][C:44]([NH:43][CH2:36][C:37]2[CH:42]=[CH:41][CH:40]=[CH:39][CH:38]=2)=[O:54])[CH2:51][CH:52]=[CH2:53])[C:3](=[O:4])[N:5]([CH2:16][CH:17]([O:21][CH2:22][CH3:23])[O:18][CH2:19][CH3:20])[CH2:6][C:7]2[CH:8]=[CH:9][CH:10]=[C:11]3[C:15]=2[NH:14][N:13]=[CH:12]3)=[CH:26][CH:27]=1)([CH3:33])([CH3:35])[CH3:34]. The catalyst class is: 91. (2) Reactant: [C:1]([O:4][CH2:5][CH2:6][O:7][C:8]1[CH:13]=[CH:12][C:11]([C:14]([N:16]2[C:22]3[CH:23]=[CH:24][CH:25]=[CH:26][C:21]=3[CH2:20][N:19]([CH2:27][C:28](=[N:33]OC(=O)C)[NH:29][C:30](=[O:32])[CH3:31])[C:18](=[O:38])[CH2:17]2)=[O:15])=[C:10]([Cl:39])[CH:9]=1)(=[O:3])[CH3:2]. Product: [C:1]([O:4][CH2:5][CH2:6][O:7][C:8]1[CH:13]=[CH:12][C:11]([C:14]([N:16]2[C:22]3[CH:23]=[CH:24][CH:25]=[CH:26][C:21]=3[CH2:20][N:19]([CH2:27][C:28]3[N:29]=[C:30]([CH3:31])[O:32][N:33]=3)[C:18](=[O:38])[CH2:17]2)=[O:15])=[C:10]([Cl:39])[CH:9]=1)(=[O:3])[CH3:2]. The catalyst class is: 17. (3) The catalyst class is: 826. Reactant: F[B-](F)(F)F.C([PH+](C(C)(C)C)C(C)(C)C)(C)(C)C.Br[C:20]1[CH:29]=[CH:28][C:23]2[C:24](=[O:27])[O:25][CH2:26][C:22]=2[CH:21]=1.Br[Zn][CH2:32][CH:33]1[O:37][CH2:36][CH2:35][O:34]1. Product: [O:34]1[CH2:35][CH2:36][O:37][CH:33]1[CH2:32][C:20]1[CH:29]=[CH:28][C:23]2[C:24](=[O:27])[O:25][CH2:26][C:22]=2[CH:21]=1. (4) Reactant: [NH2:1][C:2]1[CH:7]=[CH:6][C:5]([N:8]2[C:12]([CH2:13][CH2:14][CH3:15])=[C:11]([C:16]([NH:18][CH:19]3[CH2:21][CH2:20]3)=[O:17])[N:10]=[N:9]2)=[CH:4][CH:3]=1.[CH3:22][O:23][CH2:24][C:25](O)=[O:26].C1C=CC2N(O)N=NC=2C=1.CCN=C=NCCCN(C)C. Product: [CH:19]1([NH:18][C:16]([C:11]2[N:10]=[N:9][N:8]([C:5]3[CH:6]=[CH:7][C:2]([NH:1][C:25](=[O:26])[CH2:24][O:23][CH3:22])=[CH:3][CH:4]=3)[C:12]=2[CH2:13][CH2:14][CH3:15])=[O:17])[CH2:20][CH2:21]1. The catalyst class is: 556. (5) Reactant: Cl[C:2]1[C:3]2[CH:10]=[C:9]([C:11]3[CH2:12][CH2:13][N:14]([S:17]([CH3:20])(=[O:19])=[O:18])[CH2:15][CH:16]=3)[NH:8][C:4]=2[N:5]=[CH:6][N:7]=1.[NH:21]1[CH2:26][CH2:25][O:24][CH2:23][CH2:22]1.C(N(C(C)C)C(C)C)C. Product: [CH3:20][S:17]([N:14]1[CH2:15][CH:16]=[C:11]([C:9]2[NH:8][C:4]3[N:5]=[CH:6][N:7]=[C:2]([N:21]4[CH2:26][CH2:25][O:24][CH2:23][CH2:22]4)[C:3]=3[CH:10]=2)[CH2:12][CH2:13]1)(=[O:19])=[O:18]. The catalyst class is: 7. (6) Reactant: [NH2:1][C:2]1[CH:7]=[C:6]([O:8][C:9]2[CH:10]=[CH:11][C:12]([NH:16][C:17]([NH:19][C:20](=[O:25])[C:21]([CH3:24])([CH3:23])[CH3:22])=[O:18])=[N:13][C:14]=2[CH3:15])[CH:5]=[CH:4][N:3]=1.Cl[C:27]([O:29][C:30]([CH3:32])=[CH2:31])=[O:28].O.C(Cl)Cl. Product: [CH3:15][C:14]1[C:9]([O:8][C:6]2[CH:5]=[CH:4][N:3]=[C:2]([NH:1][C:27](=[O:28])[O:29][C:30]([CH3:32])=[CH2:31])[CH:7]=2)=[CH:10][CH:11]=[C:12]([NH:16][C:17]([NH:19][C:20](=[O:25])[C:21]([CH3:22])([CH3:24])[CH3:23])=[O:18])[N:13]=1. The catalyst class is: 17. (7) Reactant: [CH3:1][S:2][C:3]1[CH:4]=[C:5]([CH:17]=[CH:18][CH:19]=1)[CH2:6][O:7][CH2:8][C:9]1[O:13][N:12]=[C:11]([C:14]([OH:16])=O)[CH:10]=1.C(N(CC)CC)C.Cl.C(N=C=NCCCN(C)C)C.ON1C2C=CC=CC=2N=N1.[O:49]1[CH2:53][CH2:52][CH:51]([CH2:54][NH2:55])[CH2:50]1. Product: [O:49]1[CH2:53][CH2:52][CH:51]([CH2:54][NH:55][C:14]([C:11]2[CH:10]=[C:9]([CH2:8][O:7][CH2:6][C:5]3[CH:17]=[CH:18][CH:19]=[C:3]([S:2][CH3:1])[CH:4]=3)[O:13][N:12]=2)=[O:16])[CH2:50]1. The catalyst class is: 408.